Dataset: Forward reaction prediction with 1.9M reactions from USPTO patents (1976-2016). Task: Predict the product of the given reaction. Given the reactants [I:1][C:2]1[CH:3]=[C:4]([CH3:9])[C:5]([OH:8])=[N:6][CH:7]=1.[C:10]([O-])([O-])=O.[K+].[K+], predict the reaction product. The product is: [I:1][C:2]1[CH:3]=[C:4]([CH3:9])[C:5](=[O:8])[N:6]([CH3:10])[CH:7]=1.